Dataset: Full USPTO retrosynthesis dataset with 1.9M reactions from patents (1976-2016). Task: Predict the reactants needed to synthesize the given product. Given the product [CH3:17][O:16][C:6]1[CH:7]=[C:8]([CH2:11][CH2:12][NH:13][CH:14]=[O:15])[CH:9]=[CH:10][C:5]=1[O:4][CH2:20][C:19]#[CH:18], predict the reactants needed to synthesize it. The reactants are: C[O-].[Na+].[OH:4][C:5]1[CH:10]=[CH:9][C:8]([CH2:11][CH2:12][NH:13][CH:14]=[O:15])=[CH:7][C:6]=1[O:16][CH3:17].[CH2:18](Br)[C:19]#[CH:20].